This data is from Forward reaction prediction with 1.9M reactions from USPTO patents (1976-2016). The task is: Predict the product of the given reaction. (1) Given the reactants [C:1]1([NH2:11])[C:10]2[C:5](=[CH:6][CH:7]=[CH:8][CH:9]=2)[CH:4]=[CH:3][CH:2]=1.[CH:12](OCC)=[O:13].[Li+].C[Si]([N-][Si](C)(C)C)(C)C, predict the reaction product. The product is: [C:1]1([NH:11][CH:12]=[O:13])[C:10]2[C:5](=[CH:6][CH:7]=[CH:8][CH:9]=2)[CH:4]=[CH:3][CH:2]=1. (2) The product is: [CH3:25][O:24][C:7]1[CH:6]=[CH:5][C:4]2[N:3]=[C:2]([NH:26][C:27]3[CH:28]=[CH:29][C:30]([N:33]4[CH2:38][CH2:37][O:36][CH2:35][C:34]4=[O:39])=[CH:31][CH:32]=3)[C:11]3=[N:12][NH:13][CH:14]=[C:10]3[C:9]=2[CH:8]=1. Given the reactants Cl[C:2]1[C:11]2=[N:12][N:13](CC3C=CC(OC)=CC=3)[CH:14]=[C:10]2[C:9]2[CH:8]=[C:7]([O:24][CH3:25])[CH:6]=[CH:5][C:4]=2[N:3]=1.[NH2:26][C:27]1[CH:32]=[CH:31][C:30]([N:33]2[CH2:38][CH2:37][O:36][CH2:35][C:34]2=[O:39])=[CH:29][CH:28]=1.Cl, predict the reaction product.